From a dataset of Forward reaction prediction with 1.9M reactions from USPTO patents (1976-2016). Predict the product of the given reaction. (1) Given the reactants C(O)(=O)C.[C:5]([NH:8][C:9]1[C:10]([F:31])=[CH:11][C:12]([N+:28]([O-])=O)=[C:13]([CH:27]=1)[O:14][C:15]1[CH:26]=[CH:25][CH:24]=[CH:23][C:16]=1[O:17][CH2:18][C:19]([O:21][CH3:22])=[O:20])(=[O:7])[CH3:6], predict the reaction product. The product is: [C:5]([NH:8][C:9]1[C:10]([F:31])=[CH:11][C:12]([NH2:28])=[C:13]([CH:27]=1)[O:14][C:15]1[CH:26]=[CH:25][CH:24]=[CH:23][C:16]=1[O:17][CH2:18][C:19]([O:21][CH3:22])=[O:20])(=[O:7])[CH3:6]. (2) Given the reactants [NH2:1][CH2:2][CH2:3][S:4][C:5]1[CH:6]=[C:7]([CH:27]=[C:28]([C:30]([F:33])([F:32])[F:31])[CH:29]=1)[C:8]([N:10]([C:12]1[CH:13]=[N:14][CH:15]=[CH:16][C:17]=1[C:18]1[CH:23]=[CH:22][C:21]([F:24])=[CH:20][C:19]=1[O:25][CH3:26])[CH3:11])=[O:9].[OH:34]OS([O-])=O.[K+].[O-]S([O-])(=S)=O.[Na+].[Na+].CCOC(C)=O.[OH2:53], predict the reaction product. The product is: [NH2:1][CH2:2][CH2:3][S:4]([C:5]1[CH:6]=[C:7]([CH:27]=[C:28]([C:30]([F:32])([F:33])[F:31])[CH:29]=1)[C:8]([N:10]([C:12]1[CH:13]=[N:14][CH:15]=[CH:16][C:17]=1[C:18]1[CH:23]=[CH:22][C:21]([F:24])=[CH:20][C:19]=1[O:25][CH3:26])[CH3:11])=[O:9])(=[O:34])=[O:53]. (3) The product is: [OH:40][CH2:39][CH2:38][CH2:37][N:36]([CH2:2][C:3]1[N:7]([CH2:8][C@H:9]2[CH2:14][CH2:13][CH2:12][N:11]([C:15]([O:17][C:18]([CH3:21])([CH3:20])[CH3:19])=[O:16])[CH2:10]2)[C:6]2[CH:22]=[CH:23][CH:24]=[CH:25][C:5]=2[N:4]=1)[C@@H:34]1[C:35]2[N:26]=[CH:27][CH:28]=[CH:29][C:30]=2[CH2:31][CH2:32][CH2:33]1. Given the reactants Cl[CH2:2][C:3]1[N:7]([CH2:8][C@H:9]2[CH2:14][CH2:13][CH2:12][N:11]([C:15]([O:17][C:18]([CH3:21])([CH3:20])[CH3:19])=[O:16])[CH2:10]2)[C:6]2[CH:22]=[CH:23][CH:24]=[CH:25][C:5]=2[N:4]=1.[N:26]1[C:35]2[C@@H:34]([NH:36][CH2:37][CH2:38][CH2:39][OH:40])[CH2:33][CH2:32][CH2:31][C:30]=2[CH:29]=[CH:28][CH:27]=1.CN(CC1N(C[C@@H]2CCCN(C(OC(C)(C)C)=O)C2)C2C=CC=CC=2N=1)[C@@H]1C2N=CC=CC=2CCC1, predict the reaction product. (4) Given the reactants [CH2:1]([O:8][C:9]1[CH:14]=[CH:13][C:12]([N:15]([CH3:26])[C:16]2[CH:21]=[CH:20][C:19]([CH3:22])=[CH:18][C:17]=2[N+:23]([O-])=O)=[CH:11][CH:10]=1)[C:2]1[CH:7]=[CH:6][CH:5]=[CH:4][CH:3]=1.[Cl-].[NH4+], predict the reaction product. The product is: [CH2:1]([O:8][C:9]1[CH:14]=[CH:13][C:12]([N:15]([CH3:26])[C:16]2[CH:21]=[CH:20][C:19]([CH3:22])=[CH:18][C:17]=2[NH2:23])=[CH:11][CH:10]=1)[C:2]1[CH:3]=[CH:4][CH:5]=[CH:6][CH:7]=1. (5) Given the reactants C(Cl)CCl.[N+:5]([C:8]1[CH:13]=[CH:12][C:11]([CH:14]([CH3:18])[C:15]([OH:17])=O)=[CH:10][CH:9]=1)([O-:7])=[O:6].CCN(C(C)C)C(C)C.Cl.[N+:29]([C:32]1[CH:37]=[CH:36][C:35]([CH2:38][CH2:39][N:40]2[CH2:45][CH2:44][NH:43][CH2:42][CH2:41]2)=[CH:34][CH:33]=1)([O-:31])=[O:30], predict the reaction product. The product is: [N+:29]([C:32]1[CH:37]=[CH:36][C:35]([CH2:38][CH2:39][N:40]2[CH2:41][CH2:42][N:43]([C:15](=[O:17])[CH:14]([C:11]3[CH:10]=[CH:9][C:8]([N+:5]([O-:7])=[O:6])=[CH:13][CH:12]=3)[CH3:18])[CH2:44][CH2:45]2)=[CH:34][CH:33]=1)([O-:31])=[O:30]. (6) Given the reactants [F:1][C:2]1([F:46])[CH2:7][CH2:6][CH:5]([C:8]2[C:17]3[CH:16]([OH:18])[CH2:15][C:14]([CH3:20])([CH3:19])[CH2:13][C:12]=3[N:11]=[C:10]([CH:21]3[CH2:26][CH2:25][N:24]([C:27]4[N:32]=[CH:31][C:30]([OH:33])=[CH:29][N:28]=4)[CH2:23][CH2:22]3)[C:9]=2[CH:34]([F:45])[C:35]2[CH:40]=[CH:39][C:38]([C:41]([F:44])([F:43])[F:42])=[CH:37][CH:36]=2)[CH2:4][CH2:3]1.C(=O)([O-])[O-].[Cs+].[Cs+].I[CH2:54][CH:55]([CH3:57])[CH3:56].O, predict the reaction product. The product is: [F:46][C:2]1([F:1])[CH2:3][CH2:4][CH:5]([C:8]2[C:17]3[CH:16]([OH:18])[CH2:15][C:14]([CH3:19])([CH3:20])[CH2:13][C:12]=3[N:11]=[C:10]([CH:21]3[CH2:22][CH2:23][N:24]([C:27]4[N:32]=[CH:31][C:30]([O:33][CH2:54][CH:55]([CH3:57])[CH3:56])=[CH:29][N:28]=4)[CH2:25][CH2:26]3)[C:9]=2[CH:34]([F:45])[C:35]2[CH:36]=[CH:37][C:38]([C:41]([F:43])([F:42])[F:44])=[CH:39][CH:40]=2)[CH2:6][CH2:7]1. (7) Given the reactants CC([O-:5])(C)C.[K+].[C:7]1([CH:13]([C:15]([CH:17]2[CH2:22][CH2:21][CH2:20][CH2:19][CH2:18]2)=O)[CH3:14])[CH:12]=[CH:11][CH:10]=[CH:9][CH:8]=1.[CH2:23](Br)[CH:24]=[CH2:25], predict the reaction product. The product is: [C:7]1([C:13]2([CH3:14])[CH2:15][CH:17]([C:22](=[O:5])[CH:21]=[CH:20][CH2:19][CH3:18])[CH2:25][CH2:24][CH2:23]2)[CH:8]=[CH:9][CH:10]=[CH:11][CH:12]=1.